This data is from Catalyst prediction with 721,799 reactions and 888 catalyst types from USPTO. The task is: Predict which catalyst facilitates the given reaction. (1) Reactant: [CH:1]1([C:7]([OH:9])=[O:8])[CH2:6][CH2:5][CH:4]=[CH:3][CH2:2]1.[H][H]. Product: [CH:1]1([C:7]([OH:9])=[O:8])[CH2:6][CH2:5][CH2:4][CH2:3][CH2:2]1. The catalyst class is: 45. (2) Reactant: [NH2:1][C:2]1[N:6]([C:7]2[C:12]([F:13])=[CH:11][CH:10]=[CH:9][C:8]=2[F:14])[N:5]=[CH:4][C:3]=1C#N. Product: [F:13][C:12]1[CH:11]=[CH:10][CH:9]=[C:8]([F:14])[C:7]=1[N:6]1[C:2]([NH2:1])=[CH:3][CH:4]=[N:5]1. The catalyst class is: 33. (3) Reactant: C[O:2][C:3]([C:5]1[N:6]=[C:7]2[C:12]([C:13]#[N:14])=[CH:11][C:10]([C:15]3[CH:19]=[CH:18][O:17][CH:16]=3)=[CH:9][N:8]2[C:20]=1[Cl:21])=[O:4].C[Si](C)(C)[O-].[K+].O.C(O)(=O)CC(CC(O)=O)(C(O)=O)O. Product: [Cl:21][C:20]1[N:8]2[CH:9]=[C:10]([C:15]3[CH:19]=[CH:18][O:17][CH:16]=3)[CH:11]=[C:12]([C:13]#[N:14])[C:7]2=[N:6][C:5]=1[C:3]([OH:4])=[O:2]. The catalyst class is: 49. (4) Reactant: [Cl:1][C:2]1[CH:7]=[CH:6][C:5]([C:8]2([CH2:26][N:27]3C(=O)C4C(=CC=CC=4)C3=O)[CH2:13][CH2:12][N:11]([C:14]3[C:19](C(O)=O)=[CH:18][N:17]=[C:16]4[NH:23][CH:24]=[CH:25][C:15]=34)[CH2:10][CH2:9]2)=[CH:4][CH:3]=1. Product: [Cl:1][C:2]1[CH:7]=[CH:6][C:5]([C:8]2([CH2:26][NH2:27])[CH2:9][CH2:10][N:11]([C:14]3[CH:19]=[CH:18][N:17]=[C:16]4[NH:23][CH:24]=[CH:25][C:15]=34)[CH2:12][CH2:13]2)=[CH:4][CH:3]=1. The catalyst class is: 6. (5) Reactant: [CH3:1][N:2]1[CH2:7][CH2:6][NH:5][CH2:4][C:3]1=[O:8].[C:9]([O:13][C:14]([N:16]1[CH2:19][C:18](=O)[CH2:17]1)=[O:15])([CH3:12])([CH3:11])[CH3:10].C(O[BH-](OC(=O)C)OC(=O)C)(=O)C.[Na+]. Product: [C:9]([O:13][C:14]([N:16]1[CH2:19][CH:18]([N:5]2[CH2:6][CH2:7][N:2]([CH3:1])[C:3](=[O:8])[CH2:4]2)[CH2:17]1)=[O:15])([CH3:12])([CH3:10])[CH3:11]. The catalyst class is: 26. (6) Reactant: [F:1][C:2]1[C:3]([CH3:29])=[C:4]([C@:8]2([C:25]([O:27][CH3:28])=[O:26])[CH2:12][CH2:11][C:10]([C:13]3[CH:14]=[N:15][N:16](C(OC(C)(C)C)=O)[CH:17]=3)=[CH:9]2)[CH:5]=[CH:6][CH:7]=1.FC(F)(F)C(O)=O. Product: [F:1][C:2]1[C:3]([CH3:29])=[C:4]([C@:8]2([C:25]([O:27][CH3:28])=[O:26])[CH2:12][CH2:11][C:10]([C:13]3[CH:17]=[N:16][NH:15][CH:14]=3)=[CH:9]2)[CH:5]=[CH:6][CH:7]=1. The catalyst class is: 4. (7) Reactant: [O:1]1[C@@H:7]2[C@@H:2]1[C:3]([CH3:18])([CH3:17])[O:4][C:5]1[CH:11]=[C:10]([N+:12]([O-:14])=[O:13])[C:9]([O:15][CH3:16])=[CH:8][C:6]=12.Cl([O-])(=O)(=O)=O.[Li+].[Cl-].[NH4+:26]. Product: [CH3:16][O:15][C:9]1[C:10]([N+:12]([O-:14])=[O:13])=[CH:11][C:5]2[O:4][C:3]([CH3:18])([CH3:17])[C@H:2]([OH:1])[C@@H:7]([NH:26][CH2:2][CH2:7][C:6]3[CH:8]=[CH:9][CH:10]=[CH:11][CH:5]=3)[C:6]=2[CH:8]=1. The catalyst class is: 12. (8) Reactant: [Cl:1][C:2]1[CH:7]=[CH:6][C:5]([C:8]2[CH2:12][C:11]([C:17]3[CH:22]=[C:21]([Cl:23])[C:20]([Cl:24])=[C:19]([Cl:25])[CH:18]=3)([C:13]([F:16])([F:15])[F:14])[O:10][N:9]=2)=[CH:4][C:3]=1[CH2:26][NH2:27].N1C=CC=CC=1.[C:34](Cl)(=[O:36])[CH3:35].O. Product: [Cl:1][C:2]1[CH:7]=[CH:6][C:5]([C:8]2[CH2:12][C:11]([C:17]3[CH:22]=[C:21]([Cl:23])[C:20]([Cl:24])=[C:19]([Cl:25])[CH:18]=3)([C:13]([F:16])([F:14])[F:15])[O:10][N:9]=2)=[CH:4][C:3]=1[CH2:26][NH:27][C:34](=[O:36])[CH3:35]. The catalyst class is: 3. (9) Reactant: [C:1]([O:5][C:6]([N:8]([C@@H:14]1[C:22]2[C:17](=[C:18]([C:23]3[S:27][C:26]([C:28]4[CH:33]=[CH:32][C:31]([O:34][CH:35]([CH3:37])[CH3:36])=[C:30]([C:38]#[N:39])[CH:29]=4)=[N:25][CH:24]=3)[CH:19]=[CH:20][CH:21]=2)[CH2:16][CH2:15]1)[CH2:9][C:10]([O:12]C)=[O:11])=[O:7])([CH3:4])([CH3:3])[CH3:2].[OH-].[Na+]. Product: [C:1]([O:5][C:6]([N:8]([C@@H:14]1[C:22]2[C:17](=[C:18]([C:23]3[S:27][C:26]([C:28]4[CH:33]=[CH:32][C:31]([O:34][CH:35]([CH3:36])[CH3:37])=[C:30]([C:38]#[N:39])[CH:29]=4)=[N:25][CH:24]=3)[CH:19]=[CH:20][CH:21]=2)[CH2:16][CH2:15]1)[CH2:9][C:10]([OH:12])=[O:11])=[O:7])([CH3:3])([CH3:2])[CH3:4]. The catalyst class is: 5. (10) Reactant: [C:1]([CH:3]1[CH2:8][CH2:7][NH:6][CH2:5][CH2:4]1)#[N:2].C(O[C:12]1(O[Si](C)(C)C)[CH2:14][CH2:13]1)C.C(O)(=O)C.C([BH3-])#N.[Na+]. Product: [CH:12]1([N:6]2[CH2:7][CH2:8][CH:3]([C:1]#[N:2])[CH2:4][CH2:5]2)[CH2:14][CH2:13]1. The catalyst class is: 92.